This data is from Full USPTO retrosynthesis dataset with 1.9M reactions from patents (1976-2016). The task is: Predict the reactants needed to synthesize the given product. (1) Given the product [CH3:1][O:2][CH:3]1[CH2:7][CH2:6][CH:5]([CH2:8][O:9][C:10]([C:12]2[S:13][C:14]([C:23]([OH:25])=[O:24])=[C:15]([C:17]3[CH:22]=[CH:21][CH:20]=[CH:19][CH:18]=3)[N:16]=2)=[O:11])[CH2:4]1, predict the reactants needed to synthesize it. The reactants are: [CH3:1][O:2][CH:3]1[CH2:7][CH2:6][CH:5]([CH2:8][O:9][C:10]([C:12]2[S:13][C:14]([C:23]([O:25]CC)=[O:24])=[C:15]([C:17]3[CH:22]=[CH:21][CH:20]=[CH:19][CH:18]=3)[N:16]=2)=[O:11])[CH2:4]1.C1COCC1.C(O)C.[Na].[OH-].[K+]. (2) Given the product [Br:27][C:21]1[CH:20]=[CH:19][C:18]([NH:17][C:2]2[C:7]([CH2:8][CH3:9])=[C:6]([CH3:10])[N:5]=[C:4]([C:11]3[S:12][C:13]([Cl:16])=[CH:14][CH:15]=3)[N:3]=2)=[CH:26][C:22]=1[C:23]([OH:25])=[O:24], predict the reactants needed to synthesize it. The reactants are: Cl[C:2]1[C:7]([CH2:8][CH3:9])=[C:6]([CH3:10])[N:5]=[C:4]([C:11]2[S:12][C:13]([Cl:16])=[CH:14][CH:15]=2)[N:3]=1.[NH2:17][C:18]1[CH:19]=[CH:20][C:21]([Br:27])=[C:22]([CH:26]=1)[C:23]([OH:25])=[O:24].Cl.